Dataset: Forward reaction prediction with 1.9M reactions from USPTO patents (1976-2016). Task: Predict the product of the given reaction. (1) The product is: [NH2:12][C:10]1[CH:9]=[CH:8][N:7]=[C:6]([N:1]2[CH:5]=[CH:4][N:3]=[CH:2]2)[CH:11]=1. Given the reactants [N:1]1([C:6]2[CH:11]=[C:10]([N+:12]([O-])=O)[CH:9]=[CH:8][N+:7]=2[O-])[CH:5]=[CH:4][N:3]=[CH:2]1.[Cl-].[NH4+], predict the reaction product. (2) Given the reactants C1(C)C=CC([C:7]([C@:9](C(O)=O)([OH:24])[C@](C(C2C=CC(C)=CC=2)=O)(O)C(O)=O)=[O:8])=CC=1.[F:29][C:30]1[C:35]([C@@H:36]([NH:38][CH2:39][C@@H:40]([OH:42])[CH3:41])[CH3:37])=[CH:34][CH:33]=[C:32]([F:43])[N:31]=1, predict the reaction product. The product is: [F:29][C:30]1[C:35]([C@@H:36]([N:38]2[CH2:39][C@H:40]([CH3:41])[O:42][C:7](=[O:8])[C:9]2=[O:24])[CH3:37])=[CH:34][CH:33]=[C:32]([F:43])[N:31]=1. (3) Given the reactants [F:1][C:2]1[CH:7]=[CH:6][CH:5]=[CH:4][C:3]=1[N:8]1[C:12]([C:13]2[CH:18]=[CH:17][N:16]=[CH:15][CH:14]=2)=[C:11]([C:19](OCC)=[O:20])[N:10]=[N:9]1.O[N:25]=[C:26]([NH2:34])[C:27]1[CH:32]=[CH:31][C:30]([CH3:33])=[CH:29][CH:28]=1.C(=O)([O-])[O-].[K+].[K+], predict the reaction product. The product is: [F:1][C:2]1[CH:7]=[CH:6][CH:5]=[CH:4][C:3]=1[N:8]1[C:12]([C:13]2[CH:14]=[CH:15][N:16]=[CH:17][CH:18]=2)=[C:11]([C:19]2[O:20][N:34]=[C:26]([C:27]3[CH:32]=[CH:31][C:30]([CH3:33])=[CH:29][CH:28]=3)[N:25]=2)[N:10]=[N:9]1. (4) Given the reactants [C:1]([CH:3]([NH:13][C:14](=O)[CH2:15][CH2:16][CH3:17])[CH2:4][O:5][CH2:6][C:7]1[CH:12]=[CH:11][CH:10]=[CH:9][CH:8]=1)#[N:2].C1(P(C2C=CC=CC=2)C2C=CC=CC=2)C=CC=CC=1.C(Cl)(Cl)(Cl)[Cl:39], predict the reaction product. The product is: [Cl:39][C:1]1[N:2]=[C:14]([CH2:15][CH2:16][CH3:17])[NH:13][C:3]=1[CH2:4][O:5][CH2:6][C:7]1[CH:12]=[CH:11][CH:10]=[CH:9][CH:8]=1. (5) Given the reactants [C:1](Cl)(=O)C.[OH:5][C@@H:6]1[C@H:10]([OH:11])[CH:9]([OH:12])[O:8][C@@H:7]1[CH2:13][OH:14].C[O-].[Na+].CO, predict the reaction product. The product is: [OH:5][C@@H:6]1[C@H:10]([OH:11])[CH:9]([O:12][CH3:1])[O:8][C@@H:7]1[CH2:13][OH:14]. (6) Given the reactants [CH2:1]([O:8][C:9](=[O:23])[C@@H:10]([NH:15][C:16]([O:18][C:19]([CH3:22])([CH3:21])[CH3:20])=[O:17])[CH2:11][C:12](O)=[O:13])C1C=CC=CC=1.[OH:24][NH:25][C:26](=[NH:33])[C:27]1[CH:32]=[CH:31][CH:30]=[CH:29][CH:28]=1.Cl.CN(C)CCCN=C=NCC.O.ON1C2C=CC=CC=2N=N1.CN1CCOCC1, predict the reaction product. The product is: [NH2:33]/[C:26](=[N:25]\[O:24][C:12](=[O:13])[CH2:11][C@H:10]([NH:15][C:16]([O:18][C:19]([CH3:21])([CH3:20])[CH3:22])=[O:17])[C:9]([O:8][CH3:1])=[O:23])/[C:27]1[CH:32]=[CH:31][CH:30]=[CH:29][CH:28]=1. (7) Given the reactants [CH3:1][N:2]1[C:10]2[C:5](=[CH:6][C:7]([C:11]3[CH:12]=[N:13][CH:14]=[CH:15][C:16]=3[CH:17]=[CH2:18])=[CH:8][CH:9]=2)[CH2:4][C:3]1=[O:19], predict the reaction product. The product is: [CH2:17]([C:16]1[CH:15]=[CH:14][N:13]=[CH:12][C:11]=1[C:7]1[CH:6]=[C:5]2[C:10](=[CH:9][CH:8]=1)[N:2]([CH3:1])[C:3](=[O:19])[CH2:4]2)[CH3:18]. (8) Given the reactants [Br:1][C:2]1[CH:3]=[N:4][C:5]2[C:10]([CH:11]=1)=[CH:9][C:8]([C:12]1[CH2:16][C:15]([CH:20]([F:22])[F:21])([C:17](O)=[O:18])[O:14][N:13]=1)=[CH:7][CH:6]=2.[Cl:23]CCl, predict the reaction product. The product is: [Br:1][C:2]1[CH:3]=[N:4][C:5]2[C:10]([CH:11]=1)=[CH:9][C:8]([C:12]1[CH2:16][C:15]([CH:20]([F:22])[F:21])([C:17]([Cl:23])=[O:18])[O:14][N:13]=1)=[CH:7][CH:6]=2. (9) Given the reactants [Cl:1][C:2]1[CH:23]=[N:22][C:5]2[N:6]=[C:7]([N:13]3[CH2:21][CH:20]4[CH:15]([NH:16][CH2:17][CH2:18][CH2:19]4)[CH2:14]3)[C:8]3[N:9]([CH:10]=[N:11][N:12]=3)[C:4]=2[CH:3]=1.[CH2:24]=O.[BH4-].[Na+], predict the reaction product. The product is: [Cl:1][C:2]1[CH:23]=[N:22][C:5]2[N:6]=[C:7]([N:13]3[CH2:21][CH:20]4[CH:15]([N:16]([CH3:24])[CH2:17][CH2:18][CH2:19]4)[CH2:14]3)[C:8]3[N:9]([CH:10]=[N:11][N:12]=3)[C:4]=2[CH:3]=1. (10) Given the reactants [Cl:1][C:2]1[CH:3]=[C:4]([OH:23])[CH:5]=[CH:6][C:7]=1[CH:8]([CH3:22])[C:9]([C:15]1[CH:20]=[CH:19][N:18]=[C:17]([Cl:21])[CH:16]=1)([OH:14])[C:10]([F:13])([F:12])[F:11].[CH3:24][O:25][C:26](=[O:35])[C:27]1[CH:32]=[CH:31][C:30]([CH2:33]Br)=[N:29][CH:28]=1, predict the reaction product. The product is: [CH3:24][O:25][C:26](=[O:35])[C:27]1[CH:32]=[CH:31][C:30]([CH2:33][O:23][C:4]2[CH:5]=[CH:6][C:7]([CH:8]([CH3:22])[C:9]([C:15]3[CH:20]=[CH:19][N:18]=[C:17]([Cl:21])[CH:16]=3)([OH:14])[C:10]([F:13])([F:12])[F:11])=[C:2]([Cl:1])[CH:3]=2)=[N:29][CH:28]=1.